This data is from Reaction yield outcomes from USPTO patents with 853,638 reactions. The task is: Predict the reaction yield, written as a fraction of the theoretical maximum amount of product (1.0 means a 100% yield; for example, 0.34 means a 34% yield). (1) The product is [C:23]([O:22][C:20]([N:17]1[CH2:18][CH2:19][C:14]([CH2:13][S:12][C:9]2[CH:10]=[CH:11][C:6]([O:5][CH2:1][C:2]#[C:3][CH3:4])=[CH:7][CH:8]=2)([C:27]([OH:29])=[O:28])[CH2:15][CH2:16]1)=[O:21])([CH3:26])([CH3:25])[CH3:24]. The reactants are [CH2:1]([O:5][C:6]1[CH:11]=[CH:10][C:9]([S:12][CH2:13][C:14]2([C:27]([O:29]CC)=[O:28])[CH2:19][CH2:18][N:17]([C:20]([O:22][C:23]([CH3:26])([CH3:25])[CH3:24])=[O:21])[CH2:16][CH2:15]2)=[CH:8][CH:7]=1)[C:2]#[C:3][CH3:4].[OH-].[Na+].C1COCC1. The yield is 0.890. The catalyst is CO. (2) The reactants are [NH2:1][C:2]1[CH:7]=[C:6]([OH:8])[N:5]=[C:4]([S:9][CH3:10])[N:3]=1.[OH-].[Na+].[N:13]([O-])=[O:14].[Na+].C(O)(=O)C. The catalyst is O. The product is [NH2:1][C:2]1[C:7]([N:13]=[O:14])=[C:6]([OH:8])[N:5]=[C:4]([S:9][CH3:10])[N:3]=1. The yield is 0.520. (3) The reactants are [N+:1]([C:4]1[CH:5]=[C:6]([NH2:10])[CH:7]=[CH:8][CH:9]=1)([O-:3])=[O:2].[N:11]([O-])=O.[Na+].[Cl:15][Sn]Cl.O. The catalyst is O.Cl. The product is [ClH:15].[N+:1]([C:4]1[CH:5]=[C:6]([NH:10][NH2:11])[CH:7]=[CH:8][CH:9]=1)([O-:3])=[O:2]. The yield is 0.730. (4) The reactants are [CH3:1][O:2][C:3]1[CH:8]=[CH:7][C:6]([C:9]2[N:14]3[N:15]=[C:16]([NH:18][C:19]4[CH:26]=[CH:25][C:22]([CH:23]=O)=[CH:21][CH:20]=4)[N:17]=[C:13]3[CH:12]=[CH:11][CH:10]=2)=[CH:5][CH:4]=1.[CH3:27][O:28][CH2:29][CH2:30][NH2:31].C([BH3-])#N.[Na+]. The catalyst is O1CCCC1. The product is [CH3:27][O:28][CH2:29][CH2:30][NH:31][CH2:23][C:22]1[CH:21]=[CH:20][C:19]([NH:18][C:16]2[N:17]=[C:13]3[CH:12]=[CH:11][CH:10]=[C:9]([C:6]4[CH:7]=[CH:8][C:3]([O:2][CH3:1])=[CH:4][CH:5]=4)[N:14]3[N:15]=2)=[CH:26][CH:25]=1. The yield is 0.340. (5) The reactants are C[O-].[Na+].[O:4]1[CH:8]=[N:7][N:6]=[C:5]1[C:9]1[CH:14]=[CH:13][C:12]([CH2:15][C:16]#[N:17])=[CH:11][CH:10]=1.[N:18]([C:21]1[CH:26]=[CH:25][C:24]([C:27]([F:30])([F:29])[F:28])=[CH:23][C:22]=1[F:31])=[N+:19]=[N-:20]. The catalyst is CO. The product is [F:31][C:22]1[CH:23]=[C:24]([C:27]([F:29])([F:30])[F:28])[CH:25]=[CH:26][C:21]=1[N:18]1[C:16]([NH2:17])=[C:15]([C:12]2[CH:13]=[CH:14][C:9]([C:5]3[O:4][CH:8]=[N:7][N:6]=3)=[CH:10][CH:11]=2)[N:20]=[N:19]1. The yield is 0.370. (6) The reactants are CC(C)([O-])C.[K+].[CH2:7]([N:14]([CH2:18][C:19]1[C:24](Cl)=[N:23][C:22]([N:26]([CH3:31])[CH:27]([CH3:30])[CH2:28][CH3:29])=[CH:21][N:20]=1)[CH2:15][CH2:16][OH:17])[C:8]1[CH:13]=[CH:12][CH:11]=[CH:10][CH:9]=1.O. The catalyst is CN(C=O)C. The product is [CH2:7]([N:14]1[CH2:18][C:19]2[N:20]=[CH:21][C:22]([N:26]([CH3:31])[CH:27]([CH3:30])[CH2:28][CH3:29])=[N:23][C:24]=2[O:17][CH2:16][CH2:15]1)[C:8]1[CH:13]=[CH:12][CH:11]=[CH:10][CH:9]=1. The yield is 0.770.